Dataset: Catalyst prediction with 721,799 reactions and 888 catalyst types from USPTO. Task: Predict which catalyst facilitates the given reaction. Reactant: [I:1][C:2]1[CH:3]=[C:4]([CH:30]=[CH:31][CH:32]=1)[CH2:5][NH:6][C:7]1[C:12]([N+:13]([O-])=O)=[CH:11][N:10]=[C:9]([NH:16][CH2:17][C@@H:18]2[CH2:22][CH2:21][N:20]([C:23]([O:25][C:26]([CH3:29])([CH3:28])[CH3:27])=[O:24])[CH2:19]2)[N:8]=1. Product: [I:1][C:2]1[CH:3]=[C:4]([CH:30]=[CH:31][CH:32]=1)[CH2:5][NH:6][C:7]1[C:12]([NH2:13])=[CH:11][N:10]=[C:9]([NH:16][CH2:17][C@@H:18]2[CH2:22][CH2:21][N:20]([C:23]([O:25][C:26]([CH3:27])([CH3:28])[CH3:29])=[O:24])[CH2:19]2)[N:8]=1. The catalyst class is: 465.